Dataset: NCI-60 drug combinations with 297,098 pairs across 59 cell lines. Task: Regression. Given two drug SMILES strings and cell line genomic features, predict the synergy score measuring deviation from expected non-interaction effect. (1) Drug 1: C1C(C(OC1N2C=C(C(=O)NC2=O)F)CO)O. Drug 2: CC1=C(C=C(C=C1)C(=O)NC2=CC(=CC(=C2)C(F)(F)F)N3C=C(N=C3)C)NC4=NC=CC(=N4)C5=CN=CC=C5. Cell line: BT-549. Synergy scores: CSS=14.1, Synergy_ZIP=0.912, Synergy_Bliss=-1.52, Synergy_Loewe=-12.8, Synergy_HSA=-3.95. (2) Drug 1: C1=NC2=C(N=C(N=C2N1C3C(C(C(O3)CO)O)O)F)N. Drug 2: CC(C)CN1C=NC2=C1C3=CC=CC=C3N=C2N. Cell line: HCT116. Synergy scores: CSS=21.7, Synergy_ZIP=-1.44, Synergy_Bliss=3.51, Synergy_Loewe=1.86, Synergy_HSA=2.24. (3) Drug 1: C1=CC(=C2C(=C1NCCNCCO)C(=O)C3=C(C=CC(=C3C2=O)O)O)NCCNCCO. Drug 2: CN(CC1=CN=C2C(=N1)C(=NC(=N2)N)N)C3=CC=C(C=C3)C(=O)NC(CCC(=O)O)C(=O)O. Cell line: SNB-75. Synergy scores: CSS=62.8, Synergy_ZIP=-0.863, Synergy_Bliss=2.51, Synergy_Loewe=1.23, Synergy_HSA=4.55. (4) Drug 1: C1=NC2=C(N=C(N=C2N1C3C(C(C(O3)CO)O)F)Cl)N. Drug 2: C1CNP(=O)(OC1)N(CCCl)CCCl. Cell line: SF-295. Synergy scores: CSS=-0.876, Synergy_ZIP=-0.463, Synergy_Bliss=-2.35, Synergy_Loewe=-2.91, Synergy_HSA=-3.35.